From a dataset of Blood-brain barrier penetration binary classification data from Martins et al.. Regression/Classification. Given a drug SMILES string, predict its absorption, distribution, metabolism, or excretion properties. Task type varies by dataset: regression for continuous measurements (e.g., permeability, clearance, half-life) or binary classification for categorical outcomes (e.g., BBB penetration, CYP inhibition). Dataset: bbb_martins. (1) The molecule is O=C1CN=C(c2ccccc2F)c2cc(Cl)ccc2N1CC1CC1. The result is 1 (penetrates BBB). (2) The drug is CN(C)CCOC(c1ccccc1)c1ccccc1. The result is 1 (penetrates BBB). (3) The molecule is CC(C)(C)CC(=O)OCC(=O)[C@@]12OC(C)(C)O[C@@H]1C[C@H]1[C@@H]3CCC4=CC(=O)C=C[C@]4(C)[C@@]3(F)[C@@H](O)C[C@@]12C. The result is 1 (penetrates BBB). (4) The compound is CC(CC#N)N(C)CC(=O)N(C)c1ccc(Cl)cc1C(=O)c1ccccc1F. The result is 1 (penetrates BBB). (5) The compound is C/C(=C1/CCOC(=O)S1)N(C=O)Cc1cnc(C)nc1N. The result is 1 (penetrates BBB). (6) The drug is CC(=O)OCC(=O)[C@@]1(O)CCC2C3CCC4=CC(=O)C=CC4(C)[C@@]3(Cl)C(Cl)CC21C. The result is 1 (penetrates BBB). (7) The compound is OCCN1CCN(CC/C=C2/c3ccccc3Sc3ccc(Cl)cc32)CC1. The result is 1 (penetrates BBB). (8) The molecule is COc1cc(C(=O)OCCN2CCN(CCCN3c4ccccc4Sc4ccc(Cl)cc43)CC2)cc(OC)c1OC. The result is 1 (penetrates BBB). (9) The molecule is NCCc1cn2ccccc2n1. The result is 0 (does not penetrate BBB).